From a dataset of Reaction yield outcomes from USPTO patents with 853,638 reactions. Predict the reaction yield, written as a fraction of the theoretical maximum amount of product (1.0 means a 100% yield; for example, 0.34 means a 34% yield). (1) The reactants are N[C:2]([C@:4]1([CH3:30])[CH2:8][CH2:7][C@H:6]([C:9]2[CH:14]=[CH:13][C:12]([O:15][CH2:16][C:17]3[CH:22]=[CH:21][CH:20]=[CH:19][CH:18]=3)=[CH:11][CH:10]=2)[N:5]1[C:23]([O:25][C:26]([CH3:29])([CH3:28])[CH3:27])=[O:24])=[O:3].[OH:31][Li].O. The catalyst is CO. The product is [CH3:27][C:26]([O:25][C:23]([N:5]1[C@@H:6]([C:9]2[CH:14]=[CH:13][C:12]([O:15][CH2:16][C:17]3[CH:22]=[CH:21][CH:20]=[CH:19][CH:18]=3)=[CH:11][CH:10]=2)[CH2:7][CH2:8][C@@:4]1([CH3:30])[C:2]([OH:31])=[O:3])=[O:24])([CH3:29])[CH3:28]. The yield is 0.930. (2) The reactants are [NH:1]1[CH2:5][CH2:4][C@H:3]([O:6]/[N:7]=[C:8](/[C:10]2[N:15]=[C:14]3[N:16]([CH2:19][C:20]4[CH:21]=[C:22]5[C:27](=[CH:28][C:29]=4[F:30])[N:26]=[CH:25][CH:24]=[CH:23]5)[N:17]=[N:18][C:13]3=[N:12][CH:11]=2)\[CH3:9])[CH2:2]1.[N:31]([Si](C)(C)C)=[C:32]=[O:33]. The catalyst is CCO. The product is [F:30][C:29]1[CH:28]=[C:27]2[C:22]([CH:23]=[CH:24][CH:25]=[N:26]2)=[CH:21][C:20]=1[CH2:19][N:16]1[C:14]2=[N:15][C:10](/[C:8](=[N:7]/[O:6][C@H:3]3[CH2:4][CH2:5][N:1]([C:32]([NH2:31])=[O:33])[CH2:2]3)/[CH3:9])=[CH:11][N:12]=[C:13]2[N:18]=[N:17]1. The yield is 0.640. (3) The product is [Br:2][C:3]1[CH:17]=[C:16]2[C:6]([C:7](=[O:18])[CH2:8][C:9]3([O:15]2)[CH2:10][CH2:11][N:12]([CH3:22])[CH2:13][CH2:14]3)=[CH:5][C:4]=1[CH3:19]. The reactants are Cl.[Br:2][C:3]1[CH:17]=[C:16]2[C:6]([C:7](=[O:18])[CH2:8][C:9]3([O:15]2)[CH2:14][CH2:13][NH:12][CH2:11][CH2:10]3)=[CH:5][C:4]=1[CH3:19].Cl.O1CCOC[CH2:22]1. The catalyst is O1CCOCC1. The yield is 0.790. (4) The reactants are [Br:1][C:2]1[CH:3]=[C:4]([C:14]2[CH:19]=[CH:18][C:17]([S:20]([CH3:23])(=[O:22])=[O:21])=[CH:16][CH:15]=2)[N:5]2[C:10]=1[CH:9]=[N:8][C:7](S(C)=O)=[N:6]2.[CH2:24]1[N:29]([C:30]2[CH:35]=[CH:34][C:33]([NH2:36])=[CH:32][CH:31]=2)[CH2:28][CH2:27][O:26][CH2:25]1.CN1CCCC1=O. No catalyst specified. The product is [Br:1][C:2]1[CH:3]=[C:4]([C:14]2[CH:19]=[CH:18][C:17]([S:20]([CH3:23])(=[O:22])=[O:21])=[CH:16][CH:15]=2)[N:5]2[C:10]=1[CH:9]=[N:8][C:7]([NH:36][C:33]1[CH:32]=[CH:31][C:30]([N:29]3[CH2:24][CH2:25][O:26][CH2:27][CH2:28]3)=[CH:35][CH:34]=1)=[N:6]2. The yield is 0.670.